Dataset: Blood-brain barrier permeability classification from the B3DB database. Task: Regression/Classification. Given a drug SMILES string, predict its absorption, distribution, metabolism, or excretion properties. Task type varies by dataset: regression for continuous measurements (e.g., permeability, clearance, half-life) or binary classification for categorical outcomes (e.g., BBB penetration, CYP inhibition). Dataset: b3db_classification. (1) The compound is c1ccc2c(c1)CCc1cccc3c1[C@@H]2CN1CCCC[C@@H]31. The result is 1 (penetrates BBB). (2) The compound is CCc1c(O)c(=O)ccn1CCCCO. The result is 0 (does not penetrate BBB). (3) The compound is CO/N=C(\C(=O)N[C@@H]1C(=O)N2C(C(=O)O)=C(C)CS[C@@H]12)c1csc(N)n1. The result is 0 (does not penetrate BBB). (4) The molecule is CN1CCN(Cc2ccc(C(=O)Nc3cc(-c4ccccc4)ccc3N)cc2)CC1. The result is 1 (penetrates BBB). (5) The drug is CC12CCC3=C4CCC(=O)C=C4CCC3C1CCC2(O)CC#N. The result is 0 (does not penetrate BBB). (6) The compound is CO[C@@H]1[C@@H](OC(N)=O)[C@@H](O)[C@@H](Oc2ccc3c(O)c(NC(=O)c4ccc(O)c(CC=C(C)C)c4)c(=O)oc3c2C)OC1(C)C. The result is 0 (does not penetrate BBB). (7) The drug is COC(=O)N1CCN(C(=O)Cc2ccc(Cl)c(Cl)c2)C(CN2CCCC2)C1. The result is 1 (penetrates BBB). (8) The compound is O=C(O)c1ccc(-c2ccccc2)cc1. The result is 0 (does not penetrate BBB).